Dataset: Forward reaction prediction with 1.9M reactions from USPTO patents (1976-2016). Task: Predict the product of the given reaction. (1) Given the reactants C[O:2][C:3]([C:5]1[NH:6][C:7]2[C:12]([CH:13]=1)=[C:11]([O:14][CH2:15][C:16]([CH3:19])([CH3:18])[CH3:17])[CH:10]=[CH:9][CH:8]=2)=[O:4].[Li+].[OH-].O, predict the reaction product. The product is: [CH3:17][C:16]([CH3:19])([CH3:18])[CH2:15][O:14][C:11]1[CH:10]=[CH:9][CH:8]=[C:7]2[C:12]=1[CH:13]=[C:5]([C:3]([OH:4])=[O:2])[NH:6]2. (2) Given the reactants [Cl:1][C:2]1[N:7]=[C:6]([Cl:8])[CH:5]=[C:4]([CH2:9]Cl)[N:3]=1.[I-].[Na+].[NH2:13][C:14]1[N:15]=[CH:16][S:17][C:18]=1[C:19]([NH:21][C:22]1[CH:32]=[CH:31][C:25]2[O:26][C:27]([F:30])([F:29])[O:28][C:24]=2[CH:23]=1)=[O:20].S1C=CN=C1, predict the reaction product. The product is: [Cl:1][C:2]1[N:3]=[C:4]([CH2:9][NH:13][C:14]2[N:15]=[CH:16][S:17][C:18]=2[C:19]([NH:21][C:22]2[CH:32]=[CH:31][C:25]3[O:26][C:27]([F:30])([F:29])[O:28][C:24]=3[CH:23]=2)=[O:20])[CH:5]=[C:6]([Cl:8])[N:7]=1. (3) Given the reactants [NH2:1][C:2]1[C:3]2[N:4]([C:8]([C@@H:26]3[CH2:31][CH2:30][CH2:29][CH2:28][NH:27]3)=[N:9][C:10]=2[C:11]2[CH:25]=[CH:24][C:14]([C:15]([NH:17][C:18]3[CH:23]=[CH:22][CH:21]=[CH:20][N:19]=3)=[O:16])=[CH:13][CH:12]=2)[CH:5]=[CH:6][N:7]=1.[CH3:32][O:33][CH2:34]/[CH:35]=[CH:36]/[C:37](O)=[O:38], predict the reaction product. The product is: [NH2:1][C:2]1[C:3]2[N:4]([C:8]([C@@H:26]3[CH2:31][CH2:30][CH2:29][CH2:28][N:27]3[C:37](=[O:38])/[CH:36]=[CH:35]/[CH2:34][O:33][CH3:32])=[N:9][C:10]=2[C:11]2[CH:25]=[CH:24][C:14]([C:15]([NH:17][C:18]3[CH:23]=[CH:22][CH:21]=[CH:20][N:19]=3)=[O:16])=[CH:13][CH:12]=2)[CH:5]=[CH:6][N:7]=1. (4) Given the reactants [CH:1]1([CH2:5][NH:6][C@H:7]2[CH2:11][CH2:10][N:9]([C:12]([O:14][C:15]([CH3:18])([CH3:17])[CH3:16])=[O:13])[CH2:8]2)[CH2:4][CH2:3][CH2:2]1.[CH3:19][S:20][C:21]1[CH:29]=[CH:28][CH:27]=[CH:26][C:22]=1[C:23](Cl)=[O:24].C(N(CC)CC)C, predict the reaction product. The product is: [CH:1]1([CH2:5][N:6]([C:23](=[O:24])[C:22]2[CH:26]=[CH:27][CH:28]=[CH:29][C:21]=2[S:20][CH3:19])[C@H:7]2[CH2:11][CH2:10][N:9]([C:12]([O:14][C:15]([CH3:18])([CH3:17])[CH3:16])=[O:13])[CH2:8]2)[CH2:2][CH2:3][CH2:4]1. (5) Given the reactants C([O:3][C:4]([C@H:6]1[C@H:8]([C:9](=[O:33])[NH:10][CH:11]([CH2:27][C:28]2[N:29]=[CH:30][NH:31][CH:32]=2)[C:12]([NH:14][C:15]2[S:16][CH:17]=[C:18]([C:20]3[CH:25]=[CH:24][C:23]([F:26])=[CH:22][CH:21]=3)[N:19]=2)=[O:13])[O:7]1)=[O:5])C.[Li+].[OH-], predict the reaction product. The product is: [F:26][C:23]1[CH:22]=[CH:21][C:20]([C:18]2[N:19]=[C:15]([NH:14][C:12](=[O:13])[C@@H:11]([NH:10][C:9]([C@@H:8]3[O:7][C@H:6]3[C:4]([OH:5])=[O:3])=[O:33])[CH2:27][C:28]3[N:29]=[CH:30][NH:31][CH:32]=3)[S:16][CH:17]=2)=[CH:25][CH:24]=1. (6) Given the reactants [NH2:1][C:2]1[CH:6]=[CH:5][S:4][C:3]=1[C:7]([O:9][CH3:10])=[O:8].CO[C:13]([CH3:15])=[CH2:14].C(O[BH-](OC(=O)C)OC(=O)C)(=O)C.[Na+].C(=O)(O)[O-].[Na+], predict the reaction product. The product is: [CH3:14][CH:13]([NH:1][C:2]1[CH:6]=[CH:5][S:4][C:3]=1[C:7]([O:9][CH3:10])=[O:8])[CH3:15]. (7) Given the reactants [C:1]([C@H:5]1[CH2:10][CH2:9][C@H:8]([O:11][C:12]2[CH:13]=[C:14]3[C:19](=[CH:20][CH:21]=2)[CH:18]=[C:17]([CH2:22][N:23]2[CH2:26][CH:25]([C:27]([O:29][CH3:30])=[O:28])[CH2:24]2)[CH:16]=[CH:15]3)[CH2:7][CH2:6]1)([CH3:4])([CH3:3])[CH3:2].C1C(=O)N([I:38])C(=O)C1.C(O)(C(F)(F)F)=O, predict the reaction product. The product is: [C:1]([C@H:5]1[CH2:6][CH2:7][C@H:8]([O:11][C:12]2[C:13]([I:38])=[C:14]3[C:19](=[CH:20][CH:21]=2)[CH:18]=[C:17]([CH2:22][N:23]2[CH2:24][CH:25]([C:27]([O:29][CH3:30])=[O:28])[CH2:26]2)[CH:16]=[CH:15]3)[CH2:9][CH2:10]1)([CH3:4])([CH3:2])[CH3:3].